From a dataset of Reaction yield outcomes from USPTO patents with 853,638 reactions. Predict the reaction yield, written as a fraction of the theoretical maximum amount of product (1.0 means a 100% yield; for example, 0.34 means a 34% yield). (1) The reactants are [C:1]([C:3]1[CH:8]=[CH:7][CH:6]=[CH:5][C:4]=1[C:9]1[CH:14]=[CH:13][C:12]([CH2:15][C:16]2[C:17](=[O:43])[N:18]([C@H:29]3[CH2:34][CH2:33][C@H:32]([O:35][CH2:36][C:37](N(OC)C)=[O:38])[CH2:31][CH2:30]3)[C:19]3[N:20]([N:25]=[C:26]([CH3:28])[N:27]=3)[C:21]=2[CH2:22][CH2:23][CH3:24])=[CH:11][CH:10]=1)#[N:2].[CH2:44]([Mg]Br)[CH3:45].Cl. The catalyst is O1CCCC1. The product is [CH3:28][C:26]1[N:27]=[C:19]2[N:18]([C@H:29]3[CH2:30][CH2:31][C@H:32]([O:35][CH2:36][C:37](=[O:38])[CH2:44][CH3:45])[CH2:33][CH2:34]3)[C:17](=[O:43])[C:16]([CH2:15][C:12]3[CH:13]=[CH:14][C:9]([C:4]4[C:3]([C:1]#[N:2])=[CH:8][CH:7]=[CH:6][CH:5]=4)=[CH:10][CH:11]=3)=[C:21]([CH2:22][CH2:23][CH3:24])[N:20]2[N:25]=1. The yield is 1.00. (2) The catalyst is CN(C)C=O.C(OCC)C.C(O)(=O)C.[Zn]. The yield is 0.360. The reactants are [Br:1][C:2]1[CH:7]=[CH:6][C:5]([CH3:8])=[C:4]([N+:9]([O-])=O)[CH:3]=1.[CH3:12]OC(OC)N(C)C.N1CCCC1. The product is [Br:1][C:2]1[CH:3]=[C:4]2[C:5]([CH:8]=[CH:12][NH:9]2)=[CH:6][CH:7]=1. (3) The reactants are [CH2:1]([O:3][C:4]([C:6]1[C:18](=[O:19])[N:17]([CH:20]2[CH2:24][CH2:23][CH2:22][CH2:21]2)[C:9]2[N:10]=[C:11](S(C)=O)[N:12]=[CH:13][C:8]=2[CH:7]=1)=[O:5])[CH3:2].[C:25]([O:29][C:30]([N:32]1[CH2:37][CH2:36][N:35]([C:38]2[CH:39]=[N:40][C:41]([NH2:44])=[CH:42][CH:43]=2)[CH2:34][CH2:33]1)=[O:31])([CH3:28])([CH3:27])[CH3:26].C1(C)C=CC=CC=1. The catalyst is C(OCC)C. The product is [CH2:1]([O:3][C:4]([C:6]1[C:18](=[O:19])[N:17]([CH:20]2[CH2:24][CH2:23][CH2:22][CH2:21]2)[C:9]2[N:10]=[C:11]([NH:44][C:41]3[CH:42]=[CH:43][C:38]([N:35]4[CH2:36][CH2:37][N:32]([C:30]([O:29][C:25]([CH3:28])([CH3:27])[CH3:26])=[O:31])[CH2:33][CH2:34]4)=[CH:39][N:40]=3)[N:12]=[CH:13][C:8]=2[CH:7]=1)=[O:5])[CH3:2]. The yield is 0.280. (4) The reactants are [C:1]1([CH2:7][N:8]2[CH2:13][CH2:12][CH:11]([NH:14]C(=O)OC(C)(C)C)[CH2:10][CH2:9]2)[CH2:6][CH2:5][CH2:4][CH2:3][CH:2]=1.Cl.[OH-].[Na+]. The catalyst is CO. The product is [C:1]1([CH2:7][N:8]2[CH2:13][CH2:12][CH:11]([NH2:14])[CH2:10][CH2:9]2)[CH2:6][CH2:5][CH2:4][CH2:3][CH:2]=1. The yield is 0.958.